Dataset: Reaction yield outcomes from USPTO patents with 853,638 reactions. Task: Predict the reaction yield, written as a fraction of the theoretical maximum amount of product (1.0 means a 100% yield; for example, 0.34 means a 34% yield). (1) The reactants are [Br:1][C:2]1[CH:7]=[CH:6][C:5]([N:8]([C:16]2[S:17][CH:18]=[C:19]([CH2:21][O:22][C:23]3[C:28]4[CH:29]=[C:30]([C:32]5[N:33]=[C:34]6[N:38]([CH:39]=5)[N:37]=[C:36]([O:40][CH3:41])[S:35]6)[O:31][C:27]=4[CH:26]=[C:25]([O:42][CH3:43])[CH:24]=3)[N:20]=2)C(=O)OC(C)(C)C)=[C:4]([CH3:44])[CH:3]=1.C(O)(C(F)(F)F)=O.C1(C)C=CC=CC=1. The catalyst is ClCCl.O. The product is [Br:1][C:2]1[CH:7]=[CH:6][C:5]([NH:8][C:16]2[S:17][CH:18]=[C:19]([CH2:21][O:22][C:23]3[C:28]4[CH:29]=[C:30]([C:32]5[N:33]=[C:34]6[N:38]([CH:39]=5)[N:37]=[C:36]([O:40][CH3:41])[S:35]6)[O:31][C:27]=4[CH:26]=[C:25]([O:42][CH3:43])[CH:24]=3)[N:20]=2)=[C:4]([CH3:44])[CH:3]=1. The yield is 0.970. (2) The reactants are [C:1]([O:5][C:6]([NH:8][C:9]1[CH:14]=[CH:13][C:12]([C:15]2[N:16]=[C:17]([C:21]([O:23]C)=[O:22])[N:18]([CH3:20])[CH:19]=2)=[CH:11][CH:10]=1)=[O:7])([CH3:4])([CH3:3])[CH3:2].[OH-].[K+]. The catalyst is CO. The product is [C:1]([O:5][C:6]([NH:8][C:9]1[CH:10]=[CH:11][C:12]([C:15]2[N:16]=[C:17]([C:21]([OH:23])=[O:22])[N:18]([CH3:20])[CH:19]=2)=[CH:13][CH:14]=1)=[O:7])([CH3:4])([CH3:2])[CH3:3]. The yield is 0.900.